From a dataset of Retrosynthesis with 50K atom-mapped reactions and 10 reaction types from USPTO. Predict the reactants needed to synthesize the given product. (1) Given the product CC(C)C[C@H](NC(=O)c1ccc(C2CC2)c(Cc2ccc(F)cc2)n1)C(=O)O, predict the reactants needed to synthesize it. The reactants are: CCOC(=O)[C@H](CC(C)C)NC(=O)c1ccc(C2CC2)c(Cc2ccc(F)cc2)n1. (2) Given the product CCOC(=O)C1CCC(Oc2ccc(-c3ccc(N)cn3)cn2)CC1, predict the reactants needed to synthesize it. The reactants are: CCOC(=O)C1CCC(Oc2ccc(B3OC(C)(C)C(C)(C)O3)cn2)CC1.Nc1ccc(Br)nc1. (3) Given the product Nc1ncnn2c(-c3cccc(CNC4CCCC4)c3)cc(-c3ccc4cn(Cc5ccccc5)nc4c3)c12, predict the reactants needed to synthesize it. The reactants are: NCc1cccc(-c2cc(-c3ccc4cn(Cc5ccccc5)nc4c3)c3c(N)ncnn23)c1.O=C1CCCC1. (4) Given the product CNCc1ccc(C#N)cc1, predict the reactants needed to synthesize it. The reactants are: CN.N#Cc1ccc(CBr)cc1.